From a dataset of Full USPTO retrosynthesis dataset with 1.9M reactions from patents (1976-2016). Predict the reactants needed to synthesize the given product. (1) The reactants are: Cl[C:2]1[N:7]=[CH:6][C:5]([NH2:8])=[C:4]([CH3:9])[CH:3]=1.[CH3:10][S:11]([O-:13])=[O:12].[Na+].CNCCNC.O. Given the product [CH3:10][S:11]([C:2]1[N:7]=[CH:6][C:5]([NH2:8])=[C:4]([CH3:9])[CH:3]=1)(=[O:13])=[O:12], predict the reactants needed to synthesize it. (2) The reactants are: F[C:2]1[C:9]([Cl:10])=[CH:8][CH:7]=[CH:6][C:3]=1[CH:4]=O.[H-].[Na+].[SH:13][CH2:14][C:15]([O:17][CH3:18])=[O:16]. Given the product [Cl:10][C:9]1[C:2]2[S:13][C:14]([C:15]([O:17][CH3:18])=[O:16])=[CH:4][C:3]=2[CH:6]=[CH:7][CH:8]=1, predict the reactants needed to synthesize it. (3) Given the product [N:24]1([C:8]([C:6]2[S:7][C:3]([CH:1]=[O:2])=[CH:4][CH:5]=2)=[O:10])[CH2:29][CH2:28][CH2:27][CH2:26][CH2:25]1, predict the reactants needed to synthesize it. The reactants are: [CH:1]([C:3]1[S:7][C:6]([C:8]([OH:10])=O)=[CH:5][CH:4]=1)=[O:2].C(Cl)(=O)C(Cl)=O.C(N(CC)CC)C.[NH:24]1[CH2:29][CH2:28][CH2:27][CH2:26][CH2:25]1.Cl. (4) The reactants are: Cl.[NH:2]1[CH2:7][CH2:6][CH2:5][C@H:4]([N:8]2[C:12]3=[C:13]4[S:19][CH:18]=[CH:17][C:14]4=[N:15][CH:16]=[C:11]3[N:10]=[C:9]2[C@H:20]([OH:22])[CH3:21])[CH2:3]1.C(N(CC)CC)C.[CH:30]1[CH:35]=[CH:34][C:33]([CH2:36][CH2:37][C:38](Cl)=[O:39])=[CH:32][CH:31]=1. Given the product [C:33]1([CH2:36][CH2:37][C:38]([N:2]2[CH2:7][CH2:6][CH2:5][C@H:4]([N:8]3[C:12]4=[C:13]5[S:19][CH:18]=[CH:17][C:14]5=[N:15][CH:16]=[C:11]4[N:10]=[C:9]3[CH:20]([OH:22])[CH3:21])[CH2:3]2)=[O:39])[CH:34]=[CH:35][CH:30]=[CH:31][CH:32]=1, predict the reactants needed to synthesize it. (5) Given the product [CH3:1][O:2][C:3]([C:29]1[NH:30][C:31]2[CH:45]=[CH:44][C:43]([C:46]#[N:47])=[CH:42][C:32]=2[N:33]=1)([C:5]1[C:13]([S:14]([CH3:17])(=[O:16])=[O:15])=[CH:12][C:11]([CH3:18])=[C:10]2[C:6]=1[CH:7]=[CH:8][NH:9]2)[CH3:4], predict the reactants needed to synthesize it. The reactants are: [CH3:1][O:2][C:3]([C:29]1[N:33](COCC[Si](C)(C)C)[C:32]2[CH:42]=[C:43]([C:46]#[N:47])[CH:44]=[CH:45][C:31]=2[N:30]=1)([C:5]1[C:13]([S:14]([CH3:17])(=[O:16])=[O:15])=[CH:12][C:11]([CH3:18])=[C:10]2[C:6]=1[CH:7]=[CH:8][N:9]2S(C1C=CC(C)=CC=1)(=O)=O)[CH3:4].COC(C1N(COCC[Si](C)(C)C)C2C=CC(C#N)=CC=2N=1)(C1C(S(C)(=O)=O)=CC(C)=C2C=1C=CN2S(C1C=CC(C)=CC=1)(=O)=O)C. (6) Given the product [C:20]([O:24][C:25]([NH:27][C@H:28]([CH2:32][C:33]1[CH:38]=[CH:37][C:36]([Cl:39])=[CH:35][CH:34]=1)[C:29]([N:4]1[CH2:3][CH2:2][N:1]([C:7]2[C:12]([C:13]([O:15][CH3:16])=[O:14])=[CH:11][N:10]=[C:9]3[NH:17][CH:18]=[CH:19][C:8]=23)[CH2:6][CH2:5]1)=[O:30])=[O:26])([CH3:23])([CH3:21])[CH3:22], predict the reactants needed to synthesize it. The reactants are: [N:1]1([C:7]2[C:12]([C:13]([O:15][CH3:16])=[O:14])=[CH:11][N:10]=[C:9]3[NH:17][CH:18]=[CH:19][C:8]=23)[CH2:6][CH2:5][NH:4][CH2:3][CH2:2]1.[C:20]([O:24][C:25]([NH:27][C@H:28]([CH2:32][C:33]1[CH:38]=[CH:37][C:36]([Cl:39])=[CH:35][CH:34]=1)[C:29](O)=[O:30])=[O:26])([CH3:23])([CH3:22])[CH3:21].C1C=CC2N(O)N=NC=2C=1.O.CCN=C=NCCCN(C)C.C(N(CC)CC)C. (7) Given the product [Cl:21][C:16]1[CH:15]=[C:14]([C:10]2([O:13][CH3:25])[CH2:11][CH2:12][N:8]([C:6]([O:5][C:1]([CH3:4])([CH3:2])[CH3:3])=[O:7])[CH2:9]2)[CH:19]=[C:18]([F:20])[CH:17]=1, predict the reactants needed to synthesize it. The reactants are: [C:1]([O:5][C:6]([N:8]1[CH2:12][CH2:11][C:10]([C:14]2[CH:19]=[C:18]([F:20])[CH:17]=[C:16]([Cl:21])[CH:15]=2)([OH:13])[CH2:9]1)=[O:7])([CH3:4])([CH3:3])[CH3:2].[H-].[Na+].I[CH3:25].